This data is from Forward reaction prediction with 1.9M reactions from USPTO patents (1976-2016). The task is: Predict the product of the given reaction. (1) The product is: [CH2:11]([O:10][P:9]([CH2:7][C:5]1[S:6][C:2]([Br:1])=[CH:3][N:4]=1)(=[O:16])[O:13][CH2:14][CH3:15])[CH3:12]. Given the reactants [Br:1][C:2]1[S:6][C:5]([CH2:7]Br)=[N:4][CH:3]=1.[P:9]([O:16]CC)([O:13][CH2:14][CH3:15])[O:10][CH2:11][CH3:12], predict the reaction product. (2) Given the reactants [CH:1]([N:4]1[CH2:9][CH2:8][N:7]([C:10]([C:12]2[CH:19]=[CH:18][C:15]([CH:16]=O)=[CH:14][CH:13]=2)=[O:11])[CH2:6][CH2:5]1)([CH3:3])[CH3:2].[CH3:20][O:21][CH2:22][CH2:23][NH2:24], predict the reaction product. The product is: [CH:1]([N:4]1[CH2:9][CH2:8][N:7]([C:10]([C:12]2[CH:19]=[CH:18][C:15]([CH2:16][NH:24][CH2:23][CH2:22][O:21][CH3:20])=[CH:14][CH:13]=2)=[O:11])[CH2:6][CH2:5]1)([CH3:3])[CH3:2]. (3) Given the reactants [NH2:1][C:2](=[N:15][OH:16])[C:3]1[CH:12]=[CH:11][C:6](C(OC)=O)=[CH:5][C:4]=1OC.[OH:17][CH2:18][CH2:19]C1C=C(C=CC=1)C#N, predict the reaction product. The product is: [OH:16][N:15]=[C:2]([C:3]1[CH:4]=[CH:5][CH:6]=[C:11]([CH2:19][CH2:18][OH:17])[CH:12]=1)[NH2:1]. (4) Given the reactants [NH2:1][C@H:2]1[CH2:7][CH2:6][C@H:5]([C:8]([OH:10])=[O:9])[CH2:4][CH2:3]1.CCN(C(C)C)C(C)C.F[C:21]1[CH:22]=[C:23]([CH:35]=[CH:36][C:37]=1[N+:38]([O-:40])=[O:39])[CH2:24][N:25]1[CH2:30][CH2:29][CH:28]([C:31]([OH:34])([CH3:33])[CH3:32])[CH2:27][CH2:26]1, predict the reaction product. The product is: [OH:34][C:31]([CH:28]1[CH2:29][CH2:30][N:25]([CH2:24][C:23]2[CH:35]=[CH:36][C:37]([N+:38]([O-:40])=[O:39])=[C:21]([NH:1][C@H:2]3[CH2:7][CH2:6][C@H:5]([C:8]([OH:10])=[O:9])[CH2:4][CH2:3]3)[CH:22]=2)[CH2:26][CH2:27]1)([CH3:33])[CH3:32]. (5) Given the reactants [Li+].[BH4-].[CH3:3][S:4]([N:7]1[CH2:16][CH2:15][C:14]2[C:9](=[CH:10][CH:11]=[C:12]([O:17][CH2:18][CH2:19][CH2:20][CH:21]3[CH2:26][CH2:25][N:24]([C:27]4[N:32]=[CH:31][C:30]([C:33](OC)=[O:34])=[CH:29][N:28]=4)[CH2:23][CH2:22]3)[CH:13]=2)[CH2:8]1)(=[O:6])=[O:5], predict the reaction product. The product is: [CH3:3][S:4]([N:7]1[CH2:16][CH2:15][C:14]2[C:9](=[CH:10][CH:11]=[C:12]([O:17][CH2:18][CH2:19][CH2:20][CH:21]3[CH2:26][CH2:25][N:24]([C:27]4[N:28]=[CH:29][C:30]([CH2:33][OH:34])=[CH:31][N:32]=4)[CH2:23][CH2:22]3)[CH:13]=2)[CH2:8]1)(=[O:6])=[O:5]. (6) Given the reactants [CH3:1][C:2](=[C:4]([C:11]1[CH:16]=[CH:15][CH:14]=[CH:13][CH:12]=1)[C:5](=O)[CH2:6][CH2:7][CH2:8][CH3:9])[CH3:3].[NH2:17][NH2:18].O, predict the reaction product. The product is: [CH2:6]([C:5]1[CH:4]([C:11]2[CH:16]=[CH:15][CH:14]=[CH:13][CH:12]=2)[C:2]([CH3:3])([CH3:1])[NH:18][N:17]=1)[CH2:7][CH2:8][CH3:9].